Dataset: Full USPTO retrosynthesis dataset with 1.9M reactions from patents (1976-2016). Task: Predict the reactants needed to synthesize the given product. Given the product [Cl:17][C:18]1[CH:23]=[CH:22][CH:21]=[CH:20][C:19]=1[C:2]1[C:6]2=[N:7][C:8]([C:11]3[O:12][C:13]([CH3:16])=[N:14][N:15]=3)=[CH:9][CH:10]=[C:5]2[O:4][CH:3]=1, predict the reactants needed to synthesize it. The reactants are: Br[C:2]1[C:6]2=[N:7][C:8]([C:11]3[O:12][C:13]([CH3:16])=[N:14][N:15]=3)=[CH:9][CH:10]=[C:5]2[O:4][CH:3]=1.[Cl:17][C:18]1[CH:23]=[CH:22][CH:21]=[CH:20][C:19]=1B(O)O.